Dataset: Peptide-MHC class I binding affinity with 185,985 pairs from IEDB/IMGT. Task: Regression. Given a peptide amino acid sequence and an MHC pseudo amino acid sequence, predict their binding affinity value. This is MHC class I binding data. (1) The peptide sequence is TLPETTVVRR. The MHC is HLA-A33:01 with pseudo-sequence HLA-A33:01. The binding affinity (normalized) is 0.280. (2) The peptide sequence is SSSLTSLLK. The MHC is HLA-A11:01 with pseudo-sequence HLA-A11:01. The binding affinity (normalized) is 0.620. (3) The peptide sequence is LQYNTFLQY. The MHC is HLA-A24:03 with pseudo-sequence HLA-A24:03. The binding affinity (normalized) is 0.0847.